This data is from Full USPTO retrosynthesis dataset with 1.9M reactions from patents (1976-2016). The task is: Predict the reactants needed to synthesize the given product. Given the product [CH2:26]([O:25][C:23]1[O:24][C:19]([C:18]([O:17][CH2:15][CH3:16])=[O:30])=[N:21][CH:22]=1)[CH2:27][CH2:28][CH3:29], predict the reactants needed to synthesize it. The reactants are: O=P12OP3(OP(OP(O3)(O1)=O)(=O)O2)=O.[CH2:15]([O:17][C:18](=[O:30])[C:19]([NH:21][CH2:22][C:23]([O:25][CH2:26][CH2:27][CH2:28][CH3:29])=[O:24])=O)[CH3:16].CCOC(C)=O.C(Cl)(Cl)Cl.